This data is from Peptide-MHC class II binding affinity with 134,281 pairs from IEDB. The task is: Regression. Given a peptide amino acid sequence and an MHC pseudo amino acid sequence, predict their binding affinity value. This is MHC class II binding data. (1) The peptide sequence is IKSDKPLKGPFNFRF. The MHC is DRB3_0202 with pseudo-sequence DRB3_0202. The binding affinity (normalized) is 0.316. (2) The peptide sequence is AQAAVVRFQEAANKQ. The MHC is DRB1_1501 with pseudo-sequence DRB1_1501. The binding affinity (normalized) is 0.177. (3) The peptide sequence is AHATAGTTVYGAFAA. The MHC is HLA-DPA10103-DPB10601 with pseudo-sequence HLA-DPA10103-DPB10601. The binding affinity (normalized) is 0. (4) The peptide sequence is QPQPYPQPQLPYPQPQPF. The MHC is HLA-DQA10501-DQB10201 with pseudo-sequence HLA-DQA10501-DQB10201. The binding affinity (normalized) is 0.189. (5) The peptide sequence is GLGSLTTLLRALGAQ. The MHC is DRB5_0101 with pseudo-sequence DRB5_0101. The binding affinity (normalized) is 0.403.